Dataset: Full USPTO retrosynthesis dataset with 1.9M reactions from patents (1976-2016). Task: Predict the reactants needed to synthesize the given product. (1) Given the product [NH2:1][C:2](=[O:41])[CH2:3][O:4][N:5]=[C:6]([C:25]1[CH:30]=[CH:29][C:28]([O:31][CH2:32][CH:33]([CH3:34])[CH3:35])=[CH:27][C:26]=1[O:36][CH2:37][CH:38]([CH3:40])[CH3:39])[C:7]1[CH:8]=[CH:9][C:10]([O:20][CH2:21][CH:22]([CH3:24])[CH3:23])=[C:11]([CH2:13][CH2:14][C:15]([OH:17])=[O:16])[CH:12]=1, predict the reactants needed to synthesize it. The reactants are: [NH2:1][C:2](=[O:41])[CH2:3][O:4][N:5]=[C:6]([C:25]1[CH:30]=[CH:29][C:28]([O:31][CH2:32][CH:33]([CH3:35])[CH3:34])=[CH:27][C:26]=1[O:36][CH2:37][CH:38]([CH3:40])[CH3:39])[C:7]1[CH:8]=[CH:9][C:10]([O:20][CH2:21][CH:22]([CH3:24])[CH3:23])=[C:11]([CH2:13][CH2:14][C:15]([O:17]CC)=[O:16])[CH:12]=1.[OH-].[Na+].C(Cl)(Cl)Cl.Cl. (2) Given the product [CH3:16][O:17][C:18]1[CH:19]=[C:20](/[CH:24]=[CH:11]/[C:12]([O:14][CH3:15])=[O:13])[CH:21]=[N:22][CH:23]=1, predict the reactants needed to synthesize it. The reactants are: [H-].[Na+].C(OP([CH2:11][C:12]([O:14][CH3:15])=[O:13])(OCC)=O)C.[CH3:16][O:17][C:18]1[CH:19]=[C:20]([CH:24]=O)[CH:21]=[N:22][CH:23]=1.O. (3) Given the product [N:7]1([CH2:12][C:13]2[CH:23]=[CH:22][C:16]([CH2:17][OH:18])=[CH:15][CH:14]=2)[CH:11]=[CH:10][N:9]=[CH:8]1, predict the reactants needed to synthesize it. The reactants are: [H-].[H-].[H-].[H-].[Li+].[Al+3].[N:7]1([CH2:12][C:13]2[CH:23]=[CH:22][C:16]([C:17](OCC)=[O:18])=[CH:15][CH:14]=2)[CH:11]=[CH:10][N:9]=[CH:8]1.O. (4) Given the product [CH:1]1([CH2:7][C@H:8]([N:12]2[CH2:16][C:15]([O:17][C:18]3[CH:23]=[CH:22][CH:21]=[C:20]([O:24][C:25]([F:28])([F:26])[F:27])[CH:19]=3)=[CH:14][C:13]2=[O:29])[C:9]([NH:70][C:67]2[CH:68]=[CH:69][N:65]([CH2:64][C:63]([OH:62])([CH3:93])[CH3:31])[N:66]=2)=[O:11])[CH2:6][CH2:5][CH2:4][CH2:3][CH2:2]1, predict the reactants needed to synthesize it. The reactants are: [CH:1]1([CH2:7][C@H:8]([N:12]2[CH2:16][C:15]([O:17][C:18]3[CH:23]=[CH:22][CH:21]=[C:20]([O:24][C:25]([F:28])([F:27])[F:26])[CH:19]=3)=[CH:14][C:13]2=[O:29])[C:9]([OH:11])=O)[CH2:6][CH2:5][CH2:4][CH2:3][CH2:2]1.Cl.[CH3:31]N(C)CCCN=C=NCC.C(N(CC)C(C)C)(C)C.ON1C2C=CC=CC=2N=N1.Cl.[OH:62][C@@H:63]([CH2:93]O)[CH2:64][N:65]1[CH:69]=[CH:68][C:67]([NH:70]C(=O)[C@@H](N2CC(OC3C=CC=C(Cl)C=3Cl)=CC2=O)CC(C)C)=[N:66]1.